This data is from Full USPTO retrosynthesis dataset with 1.9M reactions from patents (1976-2016). The task is: Predict the reactants needed to synthesize the given product. (1) Given the product [Br:32][C:6]1[CH:7]=[C:8]([C:10]2[C:22]3[C:21]([CH3:23])=[C:20]([CH3:24])[S:19][C:18]=3[C:17]([Br:25])=[C:16]3[C:11]=2[CH:12]=[CH:13][CH:14]=[CH:15]3)[CH:9]=[C:4]([CH:1]([CH3:3])[CH3:2])[C:5]=1[OH:26], predict the reactants needed to synthesize it. The reactants are: [CH:1]([C:4]1[CH:9]=[C:8]([C:10]2[C:22]3[C:21]([CH3:23])=[C:20]([CH3:24])[S:19][C:18]=3[C:17]([Br:25])=[C:16]3[C:11]=2[CH:12]=[CH:13][CH:14]=[CH:15]3)[CH:7]=[CH:6][C:5]=1[OH:26])([CH3:3])[CH3:2].C([O-])(=O)C.[K+].[Br:32]Br. (2) Given the product [OH:27][CH:13]([CH:14]1[CH2:19][CH2:18][N:17]([C:20]([O:22][C:23]([CH3:26])([CH3:25])[CH3:24])=[O:21])[CH2:16][CH2:15]1)[CH2:12][C:3]1[CH:4]=[CH:5][C:6]2[C:7](=[O:11])[O:8][CH2:9][C:10]=2[C:2]=1[CH3:1], predict the reactants needed to synthesize it. The reactants are: [CH3:1][C:2]1[C:10]2[CH2:9][O:8][C:7](=[O:11])[C:6]=2[CH:5]=[CH:4][C:3]=1/[CH:12]=[CH:13]/[CH:14]1[CH2:19][CH2:18][N:17]([C:20]([O:22][C:23]([CH3:26])([CH3:25])[CH3:24])=[O:21])[CH2:16][CH2:15]1.[OH-:27].[Na+].OO. (3) Given the product [CH3:19][S:16]([C:13]1[CH:14]=[CH:15][C:10]([C:6]2[C:5]3[N:4]([N:3]=[C:2]([NH:21][C:22]4[CH:23]=[C:24]([N:28]5[CH2:33][CH2:32][N:31]([CH3:34])[CH2:30][C:29]5=[O:35])[CH:25]=[CH:26][CH:27]=4)[N:20]=3)[CH:9]=[CH:8][CH:7]=2)=[CH:11][CH:12]=1)(=[O:18])=[O:17], predict the reactants needed to synthesize it. The reactants are: Cl[C:2]1[N:20]=[C:5]2[C:6]([C:10]3[CH:15]=[CH:14][C:13]([S:16]([CH3:19])(=[O:18])=[O:17])=[CH:12][CH:11]=3)=[CH:7][CH:8]=[CH:9][N:4]2[N:3]=1.[NH2:21][C:22]1[CH:23]=[C:24]([N:28]2[CH2:33][CH2:32][N:31]([CH3:34])[CH2:30][C:29]2=[O:35])[CH:25]=[CH:26][CH:27]=1.C1(P(C2CCCCC2)C2C=CC=CC=2C2C=CC=CC=2P(C2CCCCC2)C2CCCCC2)CCCCC1. (4) Given the product [CH3:1][O:2][C:3](=[O:12])[C:4]1[CH:9]=[C:8]([C:19]2[CH:20]=[N:21][CH:22]=[CH:23][CH:24]=2)[CH:7]=[C:6]([Br:11])[CH:5]=1, predict the reactants needed to synthesize it. The reactants are: [CH3:1][O:2][C:3](=[O:12])[C:4]1[CH:9]=[C:8](I)[CH:7]=[C:6]([Br:11])[CH:5]=1.B1([C:19]2[CH:24]=[CH:23][CH:22]=[N:21][CH:20]=2)OCCCO1.C(=O)([O-])[O-].[K+].[K+]. (5) Given the product [Si:1]([O:8][CH2:9][CH2:10][N:11]1[C:19]2[CH2:18][CH2:17][CH2:16][CH:15]([OH:20])[C:14]=2[CH:13]=[N:12]1)([C:4]([CH3:7])([CH3:5])[CH3:6])([CH3:3])[CH3:2], predict the reactants needed to synthesize it. The reactants are: [Si:1]([O:8][CH2:9][CH2:10][N:11]1[C:19]2[CH2:18][CH2:17][CH2:16][C:15](=[O:20])[C:14]=2[CH:13]=[N:12]1)([C:4]([CH3:7])([CH3:6])[CH3:5])([CH3:3])[CH3:2].[BH4-].[Na+]. (6) Given the product [CH2:31]([S:32]([NH:1][C:2]1[C:3](=[O:17])[N:4]([CH2:9][C:10]([O:12][C:13]([CH3:16])([CH3:15])[CH3:14])=[O:11])[C:5]([CH3:8])=[CH:6][CH:7]=1)(=[O:34])=[O:33])[C:25]1[CH:30]=[CH:29][CH:28]=[CH:27][CH:26]=1, predict the reactants needed to synthesize it. The reactants are: [NH2:1][C:2]1[C:3](=[O:17])[N:4]([CH2:9][C:10]([O:12][C:13]([CH3:16])([CH3:15])[CH3:14])=[O:11])[C:5]([CH3:8])=[CH:6][CH:7]=1.CN1CCOCC1.[C:25]1([CH2:31][S:32](Cl)(=[O:34])=[O:33])[CH:30]=[CH:29][CH:28]=[CH:27][CH:26]=1. (7) Given the product [CH2:1]([O:4][C:5](=[O:26])[C@@H:6]([CH2:35][O:36][CH3:37])[CH2:7][C@H:8]([NH:15][C:16]([C:18]1[CH:19]=[CH:20][C:21]([C:24]#[N:25])=[CH:22][CH:23]=1)=[O:17])[CH2:9][O:10][CH2:11][O:12][CH2:13][CH3:14])[CH:2]=[CH2:3], predict the reactants needed to synthesize it. The reactants are: [CH2:1]([O:4][C:5](=[O:26])[CH2:6][CH2:7][C@H:8]([NH:15][C:16]([C:18]1[CH:23]=[CH:22][C:21]([C:24]#[N:25])=[CH:20][CH:19]=1)=[O:17])[CH2:9][O:10][CH2:11][O:12][CH2:13][CH3:14])[CH:2]=[CH2:3].CN1CCN(C)C1=O.[CH3:35][O:36][CH2:37]Cl.